Dataset: Full USPTO retrosynthesis dataset with 1.9M reactions from patents (1976-2016). Task: Predict the reactants needed to synthesize the given product. (1) Given the product [CH3:2][CH2:1][CH2:5][CH2:10][CH2:9][CH2:8][CH3:7].[C:10]([O:11][CH2:12][CH3:13])(=[O:36])[CH3:5], predict the reactants needed to synthesize it. The reactants are: [C:1]([C:5]1C=[C:7](C(=O)/C=C/C2C=CC(C(O)=O)=CC=2)[CH:8]=[C:9](C2C=CC(C)=CC=2)[C:10]=1[O:11][CH2:12][CH:13](C)C)(C)(C)[CH3:2].[OH2:36].O.O.O.O.O.O.[Cl-].[Ce+3].[Cl-].[Cl-].[BH4-].[Na+].[Cl-].[NH4+]. (2) Given the product [Br:1][C:2]1[CH:7]=[CH:6][C:5]([NH:8][C:9]([C:11]2[NH:12][CH:13]=[C:14]([C:16]#[N:17])[N:15]=2)=[O:10])=[C:4]([C:26]2[CH2:31][CH2:30][C:29]([CH3:33])([CH3:32])[CH2:28][CH:27]=2)[CH:3]=1, predict the reactants needed to synthesize it. The reactants are: [Br:1][C:2]1[CH:7]=[CH:6][C:5]([NH:8][C:9]([C:11]2[N:12](COCC[Si](C)(C)C)[CH:13]=[C:14]([C:16]#[N:17])[N:15]=2)=[O:10])=[C:4]([C:26]2[CH2:31][CH2:30][C:29]([CH3:33])([CH3:32])[CH2:28][CH:27]=2)[CH:3]=1.CCO.C(O)(C(F)(F)F)=O. (3) Given the product [Cl:21][C:22]1[CH:23]=[CH:24][C:25]([C@H:28]([CH3:32])[C:29]([NH:1][C:2]2[CH:11]=[CH:10][CH:9]=[C:8]3[C:3]=2[CH:4]=[CH:5][N:6]([C@H:13]([CH:18]([CH3:20])[CH3:19])[C:14]([NH:16][CH3:17])=[O:15])[C:7]3=[O:12])=[O:30])=[CH:26][CH:27]=1, predict the reactants needed to synthesize it. The reactants are: [NH2:1][C:2]1[CH:11]=[CH:10][CH:9]=[C:8]2[C:3]=1[CH:4]=[CH:5][N:6]([C@H:13]([CH:18]([CH3:20])[CH3:19])[C:14]([NH:16][CH3:17])=[O:15])[C:7]2=[O:12].[Cl:21][C:22]1[CH:27]=[CH:26][C:25]([C@H:28]([CH3:32])[C:29](O)=[O:30])=[CH:24][CH:23]=1.F[P-](F)(F)(F)(F)F.C[N+](C)=C(N(C)C)ON1C2N=CC=CC=2N=N1.C(N(CC)C(C)C)(C)C.CN(C)C=O. (4) Given the product [CH:22]([NH:25][C:2]1[C:11]2[C:6](=[CH:7][CH:8]=[C:9]3[S:14](=[O:16])(=[O:15])[CH2:13][CH2:12][C:10]3=2)[N:5]=[CH:4][C:3]=1[C:17]([O:19][CH2:20][CH3:21])=[O:18])([CH3:24])[CH3:23], predict the reactants needed to synthesize it. The reactants are: Cl[C:2]1[C:11]2[C:6](=[CH:7][CH:8]=[C:9]3[S:14](=[O:16])(=[O:15])[CH2:13][CH2:12][C:10]3=2)[N:5]=[CH:4][C:3]=1[C:17]([O:19][CH2:20][CH3:21])=[O:18].[CH:22]([NH2:25])([CH3:24])[CH3:23]. (5) Given the product [CH:1]1([C:7]2[N:12]([C:13]3[CH:18]=[CH:17][CH:16]=[C:15]([O:19][CH:20]([CH3:22])[CH3:21])[CH:14]=3)[C:11](=[O:23])[C:10]([C:41]([NH:42][CH2:55][C:56]([OH:58])=[O:57])=[O:66])=[C:9]([OH:24])[N:8]=2)[CH2:2][CH2:3][CH2:4][CH2:5][CH2:6]1, predict the reactants needed to synthesize it. The reactants are: [CH:1]1([C:7]2[N:12]([C:13]3[CH:18]=[CH:17][CH:16]=[C:15]([O:19][CH:20]([CH3:22])[CH3:21])[CH:14]=3)[C:11](=[O:23])[CH:10]=[C:9]([OH:24])[N:8]=2)[CH2:6][CH2:5][CH2:4][CH2:3][CH2:2]1.[Cl-].C[Al+]C.CCCCCC.C(OC1C=[C:41](C=CC=1)[NH2:42])(C)C.C1(C#N)CCCCC1.C(OCC)(=O)[CH2:55][C:56]([O:58]CC)=[O:57].C[O-:66].[Na+]. (6) Given the product [Cl:13][C:5]1[C:4]2[C:9](=[CH:10][CH:11]=[C:2]([NH:18][CH2:17][C:16]3[CH:19]=[CH:20][CH:21]=[C:22]([F:23])[C:15]=3[F:14])[CH:3]=2)[C:8](=[O:12])[NH:7][N:6]=1, predict the reactants needed to synthesize it. The reactants are: Br[C:2]1[CH:3]=[C:4]2[C:9](=[CH:10][CH:11]=1)[C:8](=[O:12])[NH:7][N:6]=[C:5]2[Cl:13].[F:14][C:15]1[C:22]([F:23])=[CH:21][CH:20]=[CH:19][C:16]=1[CH2:17][NH2:18].C1C=CC(P(C2C(C3C(P(C4C=CC=CC=4)C4C=CC=CC=4)=CC=C4C=3C=CC=C4)=C3C(C=CC=C3)=CC=2)C2C=CC=CC=2)=CC=1.CC([O-])(C)C.[Na+]. (7) Given the product [CH3:1][N:2]1[C:14]2[CH:13]=[CH:12][C:11]([CH2:15][C:16]([O:18][CH3:21])=[O:17])=[CH:10][C:9]=2[C:8]2[C:3]1=[CH:4][CH:5]=[CH:6][CH:7]=2, predict the reactants needed to synthesize it. The reactants are: [CH3:1][N:2]1[C:14]2[CH:13]=[CH:12][C:11]([CH2:15][C:16]([OH:18])=[O:17])=[CH:10][C:9]=2[C:8]2[C:3]1=[CH:4][CH:5]=[CH:6][CH:7]=2.[N+](=[CH2:21])=[N-].CCCCCC. (8) Given the product [Cl:9][C:10]1[N:19]=[C:18]([N:6]2[CH2:7][CH2:8][C@H:4]([NH:3][CH2:1][CH3:2])[CH2:5]2)[C:17]2[C:12](=[CH:13][C:14]([C:21]([F:22])([F:23])[F:24])=[CH:15][CH:16]=2)[N:11]=1, predict the reactants needed to synthesize it. The reactants are: [CH2:1]([NH:3][C@H:4]1[CH2:8][CH2:7][NH:6][CH2:5]1)[CH3:2].[Cl:9][C:10]1[N:19]=[C:18](Cl)[C:17]2[C:12](=[CH:13][C:14]([C:21]([F:24])([F:23])[F:22])=[CH:15][CH:16]=2)[N:11]=1. (9) Given the product [CH2:1]([O:8][C:9]1[CH:14]=[CH:13][C:12]([S:24]([CH2:23][CH2:22][C:21]([O:20][CH3:19])=[O:28])(=[O:26])=[O:25])=[N:11][C:10]=1[N+:16]([O-:18])=[O:17])[C:2]1[CH:7]=[CH:6][CH:5]=[CH:4][CH:3]=1, predict the reactants needed to synthesize it. The reactants are: [CH2:1]([O:8][C:9]1[C:10]([N+:16]([O-:18])=[O:17])=[N:11][C:12](Br)=[CH:13][CH:14]=1)[C:2]1[CH:7]=[CH:6][CH:5]=[CH:4][CH:3]=1.[CH3:19][O:20][C:21](=[O:28])[CH2:22][CH2:23][S:24]([O:26][Na])=[O:25].